From a dataset of Catalyst prediction with 721,799 reactions and 888 catalyst types from USPTO. Predict which catalyst facilitates the given reaction. (1) Reactant: C(OC([NH:8][C@@:9]1([CH3:43])[C@H:13]([N:14]2[CH:19]=[CH:18][C:17](=[O:20])[NH:16][C:15]2=[O:21])[O:12][C@H:11]([CH2:22][O:23][P:24]([NH:33][C@@H:34]([CH3:41])[C:35]([O:37][CH:38]([CH3:40])[CH3:39])=[O:36])([O:26][C:27]2[CH:32]=[CH:31][CH:30]=[CH:29][CH:28]=2)=[O:25])[C@H:10]1[OH:42])=O)(C)(C)C. Product: [NH2:8][C@@:9]1([CH3:43])[C@H:13]([N:14]2[CH:19]=[CH:18][C:17](=[O:20])[NH:16][C:15]2=[O:21])[O:12][C@H:11]([CH2:22][O:23][P:24]([NH:33][C@@H:34]([CH3:41])[C:35]([O:37][CH:38]([CH3:39])[CH3:40])=[O:36])([O:26][C:27]2[CH:32]=[CH:31][CH:30]=[CH:29][CH:28]=2)=[O:25])[C@H:10]1[OH:42]. The catalyst class is: 15. (2) Reactant: C1(C[N:8]2[CH2:17][CH2:16][N:15]3[C@@H:10]([CH2:11][O:12][CH2:13][CH2:14]3)[CH2:9]2)C=CC=CC=1.[ClH:18]. Product: [ClH:18].[ClH:18].[CH2:11]1[C@H:10]2[CH2:9][NH:8][CH2:17][CH2:16][N:15]2[CH2:14][CH2:13][O:12]1. The catalyst class is: 19. (3) Product: [O:8]1[C:12]2[CH:13]=[CH:14][CH:15]=[CH:16][C:11]=2[C:10]([NH:17][C:18]([N:20]2[CH2:25][CH2:24][N:23]([C:34]([O:36][CH2:37][C:38]3[CH:43]=[CH:42][CH:41]=[CH:40][CH:39]=3)=[O:35])[CH2:22][CH2:21]2)=[O:19])=[N:9]1. Reactant: FC(F)(F)C(O)=O.[O:8]1[C:12]2[CH:13]=[CH:14][CH:15]=[CH:16][C:11]=2[C:10]([NH:17][C:18]([N:20]2[CH2:25][CH2:24][NH:23][CH2:22][CH2:21]2)=[O:19])=[N:9]1.C(N(CC)CC)C.Cl[C:34]([O:36][CH2:37][C:38]1[CH:43]=[CH:42][CH:41]=[CH:40][CH:39]=1)=[O:35].O. The catalyst class is: 7. (4) Reactant: C([C@@H:4]1[C:13](=[O:14])[C:12]2[CH:11]=[CH:10][N:9]3[C:15]([CH3:19])=[C:16]([CH3:18])[N:17]=[C:8]3[C:7]=2[N:6]([C:20](=[O:22])[CH3:21])[C@H:5]1[C:23]1[CH:28]=[CH:27][CH:26]=[CH:25][CH:24]=1)(=O)C.[BH4-].[Na+].C(=O)([O-])[O-:32].[K+].[K+]. The catalyst class is: 5. Product: [C:20]([N:6]1[C:7]2[C:8]3=[N:17][C:16]([CH3:18])=[C:15]([CH3:19])[N:9]3[CH:10]=[CH:11][C:12]=2[C@@H:13]([OH:14])[C@H:4]([OH:32])[C@H:5]1[C:23]1[CH:28]=[CH:27][CH:26]=[CH:25][CH:24]=1)(=[O:22])[CH3:21]. (5) Product: [F:12][C:13]([F:24])([F:23])[C:14](=[O:15])[CH:4]=[C:3]([O:2][CH3:1])[CH3:5]. Reactant: [CH3:1][O:2][C:3]([CH3:5])=[CH2:4].N1C=CC=CC=1.[F:12][C:13]([F:24])([F:23])[C:14](O[C:14](=[O:15])[C:13]([F:24])([F:23])[F:12])=[O:15].C(OCC)C. The catalyst class is: 2. (6) Reactant: [Cl:1][C:2]1[CH:3]=[C:4]2[C:8](=[C:9]([C:11]([OH:13])=O)[CH:10]=1)[NH:7][CH:6]=[CH:5]2.CN(C(ON1N=NC2C=CC=CC1=2)=[N+](C)C)C.[B-](F)(F)(F)F.C(N(CC)C(C)C)(C)C.Cl.[C:46]([C:50]1[CH:68]=[CH:67][C:53]([CH2:54][NH:55][CH2:56][CH2:57][CH:58]([C:63]([F:66])([F:65])[F:64])[C:59]([F:62])([F:61])[F:60])=[CH:52][CH:51]=1)([CH3:49])([CH3:48])[CH3:47]. Product: [C:46]([C:50]1[CH:51]=[CH:52][C:53]([CH2:54][N:55]([CH2:56][CH2:57][CH:58]([C:63]([F:64])([F:65])[F:66])[C:59]([F:60])([F:61])[F:62])[C:11]([C:9]2[CH:10]=[C:2]([Cl:1])[CH:3]=[C:4]3[C:8]=2[NH:7][CH:6]=[CH:5]3)=[O:13])=[CH:67][CH:68]=1)([CH3:49])([CH3:47])[CH3:48]. The catalyst class is: 18. (7) Reactant: CS[C:3]1[O:7][C:6]([C:8]2[CH:9]=[CH:10][C:11]3[N:15]=[CH:14][N:13]([C:16]4[CH:21]=[CH:20][C:19]([O:22][C:23]([F:26])([F:25])[F:24])=[CH:18][CH:17]=4)[C:12]=3[CH:27]=2)=[N:5][N:4]=1.[C:28](#N)C.ClC1C=CC=C(C(OO)=O)C=1.[S:42]([O-:46])([O-])(=[O:44])=S.[Na+].[Na+]. Product: [CH3:28][S:42]([C:3]1[O:7][C:6]([C:8]2[CH:9]=[CH:10][C:11]3[N:15]=[CH:14][N:13]([C:16]4[CH:17]=[CH:18][C:19]([O:22][C:23]([F:25])([F:26])[F:24])=[CH:20][CH:21]=4)[C:12]=3[CH:27]=2)=[N:5][N:4]=1)(=[O:46])=[O:44]. The catalyst class is: 80. (8) Reactant: [CH2:1]([O:5][C:6]1[CH:11]=[CH:10][C:9]([C:12]([NH:19][C:20](=[O:24])[CH2:21][C:22]#[N:23])([CH3:18])[CH2:13][C:14]([O:16]C)=O)=[CH:8][CH:7]=1)[CH2:2][CH2:3][CH3:4].C[O-].[Na+]. Product: [CH2:1]([O:5][C:6]1[CH:7]=[CH:8][C:9]([C:12]2([CH3:18])[NH:19][C:20](=[O:24])[C:21]([C:22]#[N:23])=[C:14]([OH:16])[CH2:13]2)=[CH:10][CH:11]=1)[CH2:2][CH2:3][CH3:4]. The catalyst class is: 5. (9) Reactant: [CH3:1][CH:2]([CH3:18])[CH2:3][CH:4]([C:6]1[CH:10]=[C:9]([C:11]2[CH:16]=[CH:15][CH:14]=[CH:13][CH:12]=2)[O:8][C:7]=1[CH3:17])O.S(Cl)([Cl:21])=O. Product: [Cl:21][CH:4]([C:6]1[CH:10]=[C:9]([C:11]2[CH:16]=[CH:15][CH:14]=[CH:13][CH:12]=2)[O:8][C:7]=1[CH3:17])[CH2:3][CH:2]([CH3:18])[CH3:1]. The catalyst class is: 11. (10) Reactant: C(OC([N:8]([CH2:53][C:54]1[CH:59]=[CH:58][C:57]([Cl:60])=[CH:56][CH:55]=1)[CH2:9][C:10]([C@:12]12[CH2:48][C:47](=[O:49])[C:46]([CH:50]([CH3:52])[CH3:51])=[C:13]1[C@@H:14]1[C@@:27]([CH3:30])([CH2:28][CH2:29]2)[C@@:26]2([CH3:31])[C@@H:17]([C@:18]3([CH3:45])[C@@H:23]([CH2:24][CH2:25]2)[C:22]([CH3:33])([CH3:32])[C@@H:21]([O:34][C:35](=[O:44])[CH2:36][C:37]([CH3:43])([CH3:42])[CH2:38][C:39]([OH:41])=[O:40])[CH2:20][CH2:19]3)[CH2:16][CH2:15]1)=[O:11])=O)(C)(C)C.FC(F)(F)C(O)=O. Product: [Cl:60][C:57]1[CH:56]=[CH:55][C:54]([CH2:53][NH:8][CH2:9][C:10]([C@:12]23[CH2:48][C:47](=[O:49])[C:46]([CH:50]([CH3:51])[CH3:52])=[C:13]2[C@@H:14]2[C@@:27]([CH3:30])([CH2:28][CH2:29]3)[C@@:26]3([CH3:31])[C@@H:17]([C@:18]4([CH3:45])[C@@H:23]([CH2:24][CH2:25]3)[C:22]([CH3:32])([CH3:33])[C@@H:21]([O:34][C:35](=[O:44])[CH2:36][C:37]([CH3:42])([CH3:43])[CH2:38][C:39]([OH:41])=[O:40])[CH2:20][CH2:19]4)[CH2:16][CH2:15]2)=[O:11])=[CH:59][CH:58]=1. The catalyst class is: 4.